Dataset: Reaction yield outcomes from USPTO patents with 853,638 reactions. Task: Predict the reaction yield, written as a fraction of the theoretical maximum amount of product (1.0 means a 100% yield; for example, 0.34 means a 34% yield). The reactants are Cl[C:2]1[N:7]=[CH:6][N:5]=[C:4]([NH:8][C:9]2[CH:14]=[CH:13][CH:12]=[C:11]([NH2:15])[N:10]=2)[CH:3]=1.C([O-])([O-])=O.[K+].[K+].[NH2:22][C:23]1[CH:28]=[CH:27][CH:26]=[CH:25][CH:24]=1. The catalyst is CN(C=O)C. The product is [NH2:15][C:11]1[N:10]=[C:9]([NH:8][C:4]2[CH:3]=[C:2]([NH:22][C:23]3[CH:28]=[CH:27][CH:26]=[CH:25][CH:24]=3)[N:7]=[CH:6][N:5]=2)[CH:14]=[CH:13][CH:12]=1. The yield is 0.600.